This data is from Catalyst prediction with 721,799 reactions and 888 catalyst types from USPTO. The task is: Predict which catalyst facilitates the given reaction. Reactant: C(=O)([O-])[O-].[K+].[K+].[Br-].COC1C=C2C(=CC=1)[N:16]=[CH:15]C=C2[C@H]([C@@H]1C[C@@H]2CC[N+]1(CC1C(F)=C(F)C(F)=C(F)C=1F)C[C@@H]2C=C)O.[Cl:44][C:45]1[CH:46]=[C:47](/[C:52](/[C:61]([F:64])([F:63])[F:62])=[CH:53]\[C:54]([N:56]2[CH:60]=[CH:59][CH:58]=[CH:57]2)=[O:55])[CH:48]=[C:49]([Cl:51])[CH:50]=1.OC(C)(C)C#N.[C-]#N.[K+].[NH4+].[Cl-]. Product: [Cl:51][C:49]1[CH:48]=[C:47]([C:52]([C:61]([F:64])([F:63])[F:62])([CH2:53][C:54](=[O:55])[N:56]2[CH:57]=[CH:58][CH:59]=[CH:60]2)[C:15]#[N:16])[CH:46]=[C:45]([Cl:44])[CH:50]=1. The catalyst class is: 93.